Dataset: Catalyst prediction with 721,799 reactions and 888 catalyst types from USPTO. Task: Predict which catalyst facilitates the given reaction. Reactant: ClC1C=CC=C(C(OO)=[O:9])C=1.[CH3:12][C:13]1[S:17][C:16]2([CH2:22][CH2:21][N:20]([CH3:23])[CH2:19][CH2:18]2)[CH2:15][N:14]=1.[O-2].[Al+3].[O-2].[O-2].[Al+3].C(Cl)(Cl)Cl. Product: [CH3:12][C:13]1[S:17][C:16]2([CH2:22][CH2:21][N+:20]([O-:9])([CH3:23])[CH2:19][CH2:18]2)[CH2:15][N:14]=1. The catalyst class is: 4.